This data is from Forward reaction prediction with 1.9M reactions from USPTO patents (1976-2016). The task is: Predict the product of the given reaction. (1) Given the reactants Br[C:2]1[CH:7]=[CH:6][C:5]2[C:8]3[CH2:9][N:10]([C:15]([O:17][C:18]([CH3:21])([CH3:20])[CH3:19])=[O:16])[CH2:11][CH2:12][C:13]=3[O:14][C:4]=2[CH:3]=1.[F:22][C:23]1[CH:24]=[CH:25][C:26]([CH2:29][O:30][C:31]2[CH:36]=[N:35][NH:34][C:33](=[O:37])[CH:32]=2)=[N:27][CH:28]=1, predict the reaction product. The product is: [F:22][C:23]1[CH:24]=[CH:25][C:26]([CH2:29][O:30][C:31]2[CH:36]=[N:35][N:34]([C:2]3[CH:7]=[CH:6][C:5]4[C:8]5[CH2:9][N:10]([C:15]([O:17][C:18]([CH3:21])([CH3:20])[CH3:19])=[O:16])[CH2:11][CH2:12][C:13]=5[O:14][C:4]=4[CH:3]=3)[C:33](=[O:37])[CH:32]=2)=[N:27][CH:28]=1. (2) Given the reactants Cl[CH2:2][C:3]1[CH:8]=[CH:7][C:6]([C@H:9](C2C=CC(Cl)=CC=2)[N:10]2[CH2:13][C:12](=[C:14]([C:19]3[CH:24]=[C:23]([F:25])[CH:22]=[C:21]([F:26])[CH:20]=3)[S:15]([CH3:18])(=[O:17])=[O:16])[CH2:11]2)=[CH:5][CH:4]=1.[NH:34]1[CH2:39][CH2:38][NH:37][CH2:36][C:35]1=[O:40].Cl[CH2:42][Cl:43], predict the reaction product. The product is: [Cl:43][C:42]1[CH:7]=[CH:8][CH:3]=[CH:4][C:5]=1[C@:3]1([CH2:2][N:37]2[CH2:38][CH2:39][NH:34][C:35](=[O:40])[CH2:36]2)[CH:8]=[CH:7][C:6]([CH2:9][N:10]2[CH2:11][C:12](=[C:14]([C:19]3[CH:24]=[C:23]([F:25])[CH:22]=[C:21]([F:26])[CH:20]=3)[S:15]([CH3:18])(=[O:16])=[O:17])[CH2:13]2)=[CH:5][CH2:4]1. (3) The product is: [Cl:6][C:7]1[C:12]([Cl:13])=[CH:11][CH:10]=[CH:9][C:8]=1[S:14]([NH:17][C:18]1[C:23]([O:5][CH2:4][CH2:3][S:2][CH3:1])=[N:22][C:21]([Cl:25])=[CH:20][N:19]=1)(=[O:16])=[O:15]. Given the reactants [CH3:1][S:2][CH2:3][CH2:4][OH:5].[Cl:6][C:7]1[C:12]([Cl:13])=[CH:11][CH:10]=[CH:9][C:8]=1[S:14]([NH:17][C:18]1[C:23](Cl)=[N:22][C:21]([Cl:25])=[CH:20][N:19]=1)(=[O:16])=[O:15], predict the reaction product. (4) Given the reactants [C:1]([C:3]1[CH:8]=[CH:7][C:6]([S:9][C:10]2[CH:18]=[CH:17][C:13]([C:14]([OH:16])=O)=[CH:12][CH:11]=2)=[CH:5][CH:4]=1)#[N:2].CN(C(O[N:27]1N=N[C:29]2C=CC=C[C:28]1=2)=[N+](C)C)C.F[P-](F)(F)(F)(F)F.C1C=CC2N(O)N=NC=2C=1.C(N)C, predict the reaction product. The product is: [C:1]([C:3]1[CH:4]=[CH:5][C:6]([S:9][C:10]2[CH:11]=[CH:12][C:13]([C:14]([NH:27][CH2:28][CH3:29])=[O:16])=[CH:17][CH:18]=2)=[CH:7][CH:8]=1)#[N:2]. (5) The product is: [C:1]([C:3]1[CH:4]=[C:5]([CH:6]=[CH:7][C:8]=1[F:9])[CH2:10][Br:11])#[N:2]. Given the reactants [C:1]([C:3]1[CH:4]=[C:5]([CH3:10])[CH:6]=[CH:7][C:8]=1[F:9])#[N:2].[Br:11]N1C(=O)CCC1=O, predict the reaction product. (6) Given the reactants C([O:8][C:9]1[CH:43]=[CH:42][C:41]([C:44]([F:47])([F:46])[F:45])=[CH:40][C:10]=1[CH2:11][N:12]([CH2:25][C:26]1[CH:31]=[C:30]([C:32]([F:35])([F:34])[F:33])[CH:29]=[C:28]([C:36]([F:39])([F:38])[F:37])[CH:27]=1)[C:13]1[N:18]=[CH:17][C:16]([N:19]2[CH2:24][CH2:23][O:22][CH2:21][CH2:20]2)=[CH:15][N:14]=1)C1C=CC=CC=1, predict the reaction product. The product is: [F:39][C:36]([F:37])([F:38])[C:28]1[CH:27]=[C:26]([CH:31]=[C:30]([C:32]([F:33])([F:35])[F:34])[CH:29]=1)[CH2:25][N:12]([CH2:11][C:10]1[CH:40]=[C:41]([C:44]([F:47])([F:46])[F:45])[CH:42]=[CH:43][C:9]=1[OH:8])[C:13]1[N:18]=[CH:17][C:16]([N:19]2[CH2:20][CH2:21][O:22][CH2:23][CH2:24]2)=[CH:15][N:14]=1. (7) Given the reactants C(OC([NH:8][CH2:9][C:10]1[CH:11]=[C:12]([CH:16]=[CH:17][CH:18]=1)[C:13]([OH:15])=O)=O)(C)(C)C.C(Cl)CCl.[CH2:23]([CH2:25][NH2:26])[OH:24], predict the reaction product. The product is: [NH2:8][CH2:9][C:10]1[CH:11]=[C:12]([CH:16]=[CH:17][CH:18]=1)[C:13]([NH:26][CH2:25][CH2:23][OH:24])=[O:15]. (8) Given the reactants [C:1]([Si:5]([CH3:22])([CH3:21])[O:6][CH:7]1[CH2:12][CH2:11][CH:10]([C:13]2[CH:18]=[CH:17][C:16]([NH2:19])=[CH:15][C:14]=2[F:20])[CH2:9][CH2:8]1)([CH3:4])([CH3:3])[CH3:2].[C:23]([O:26][C@H:27](CCl)[CH2:28]NC(=O)C)(=[O:25])C.[O-:35]S(C(F)(F)F)(=O)=O.[Li+].[C:44](#N)[CH3:45], predict the reaction product. The product is: [CH2:27]([O:26][C:23](=[O:25])[CH:44]([OH:35])[CH2:45][NH:19][C:16]1[CH:17]=[CH:18][C:13]([CH:10]2[CH2:11][CH2:12][CH:7]([O:6][Si:5]([C:1]([CH3:4])([CH3:3])[CH3:2])([CH3:22])[CH3:21])[CH2:8][CH2:9]2)=[C:14]([F:20])[CH:15]=1)[CH3:28].